From a dataset of Reaction yield outcomes from USPTO patents with 853,638 reactions. Predict the reaction yield, written as a fraction of the theoretical maximum amount of product (1.0 means a 100% yield; for example, 0.34 means a 34% yield). (1) The reactants are Br[C:2]1[CH:7]=[CH:6][C:5]([CH2:8][CH2:9][S:10]([NH:13][C:14]2[CH:19]=[CH:18][C:17]([CH2:20][OH:21])=[CH:16][C:15]=2[S:22]([NH2:25])(=[O:24])=[O:23])(=[O:12])=[O:11])=[CH:4][CH:3]=1.[C:26]([CH:28]1[CH2:32][CH2:31][CH2:30][CH2:29]1)#[CH:27]. No catalyst specified. The product is [CH:28]1([C:26]#[C:27][C:2]2[CH:7]=[CH:6][C:5]([CH2:8][CH2:9][S:10]([NH:13][C:14]3[CH:19]=[CH:18][C:17]([CH2:20][OH:21])=[CH:16][C:15]=3[S:22]([NH2:25])(=[O:24])=[O:23])(=[O:12])=[O:11])=[CH:4][CH:3]=2)[CH2:32][CH2:31][CH2:30][CH2:29]1. The yield is 0.110. (2) The reactants are [O:1]1[CH:5]=[CH:4][C:3]([CH:6]2[C:15](=O)[C:14]3[C:13]([C:17]([O:19]CC)=O)=[CH:12][CH:11]=[CH:10][C:9]=3[NH:8][CH:7]2[C:22]2[CH:27]=[CH:26][CH:25]=[CH:24][CH:23]=2)=[CH:2]1.O.[NH2:29][NH2:30]. The catalyst is CO. The product is [O:1]1[CH:5]=[CH:4][C:3]([CH:6]2[C:15]3=[N:29][NH:30][C:17](=[O:19])[C:13]4[CH:12]=[CH:11][CH:10]=[C:9]([C:14]=43)[NH:8][CH:7]2[C:22]2[CH:23]=[CH:24][CH:25]=[CH:26][CH:27]=2)=[CH:2]1. The yield is 0.0700. (3) The reactants are [Mg].II.[CH2:4](Br)[CH2:5][CH2:6][CH2:7][CH2:8]/[CH:9]=[CH:10]\[CH2:11]/[CH:12]=[CH:13]\[CH2:14]/[CH:15]=[CH:16]\[CH2:17][CH2:18][CH2:19][CH2:20][CH3:21].C([O:25][CH2:26][CH3:27])=O.[OH-].[K+]. The catalyst is C(OCC)C. The product is [CH2:4]([CH:26]([CH2:27][CH2:20][CH2:19][CH2:18][CH2:17]/[CH:16]=[CH:15]\[CH2:14]/[CH:13]=[CH:12]\[CH2:11]/[CH:10]=[CH:9]\[CH2:8][CH2:7][CH2:6][CH2:5][CH3:4])[OH:25])[CH2:5][CH2:6][CH2:7][CH2:8]/[CH:9]=[CH:10]\[CH2:11]/[CH:12]=[CH:13]\[CH2:14]/[CH:15]=[CH:16]\[CH2:17][CH2:18][CH2:19][CH2:20][CH3:21]. The yield is 0.580.